From a dataset of Catalyst prediction with 721,799 reactions and 888 catalyst types from USPTO. Predict which catalyst facilitates the given reaction. (1) Reactant: [C:1](OC(=O)C)(=[O:3])C.[CH3:8][O:9][C:10]([C:12]1[S:13][CH:14]=[C:15]([CH3:18])[C:16]=1[NH2:17])=[O:11]. Product: [CH3:8][O:9][C:10]([C:12]1[S:13][CH:14]=[C:15]([CH3:18])[C:16]=1[NH:17][CH:1]=[O:3])=[O:11]. The catalyst class is: 106. (2) Reactant: [CH3:1][O:2][C:3](=[O:13])[C@@H:4]([NH2:12])[CH2:5][CH:6]1[CH2:11][CH2:10][CH2:9][CH2:8][CH2:7]1.C(N(CC)C(C)C)(C)C.C([O:25][C:26](=O)/[CH:27]=[C:28](/[O:31][C:32]1[CH:37]=[CH:36][CH:35]=[C:34]([O:38][CH3:39])[CH:33]=1)\[CH2:29]Br)C. Product: [CH3:1][O:2][C:3](=[O:13])[C@@H:4]([N:12]1[CH2:29][C:28]([O:31][C:32]2[CH:37]=[CH:36][CH:35]=[C:34]([O:38][CH3:39])[CH:33]=2)=[CH:27][C:26]1=[O:25])[CH2:5][CH:6]1[CH2:11][CH2:10][CH2:9][CH2:8][CH2:7]1. The catalyst class is: 9. (3) Reactant: [NH2:1][C:2]1[CH:28]=[CH:27][C:5]([O:6][C:7]2[CH:12]=[CH:11][N:10]=[C:9]([NH:13][C:14]([N:16]3[CH2:21][CH2:20][N:19]([CH2:22][CH2:23][N:24]([CH3:26])[CH3:25])[CH2:18][CH2:17]3)=[O:15])[CH:8]=2)=[C:4]([F:29])[CH:3]=1.[C:30]1([CH2:36][C:37]([N:39]=[C:40]=[O:41])=[O:38])[CH:35]=[CH:34][CH:33]=[CH:32][CH:31]=1. Product: [CH3:25][N:24]([CH3:26])[CH2:23][CH2:22][N:19]1[CH2:20][CH2:21][N:16]([C:14]([NH:13][C:9]2[CH:8]=[C:7]([O:6][C:5]3[CH:27]=[CH:28][C:2]([NH:1][C:40]([NH:39][C:37](=[O:38])[CH2:36][C:30]4[CH:31]=[CH:32][CH:33]=[CH:34][CH:35]=4)=[O:41])=[CH:3][C:4]=3[F:29])[CH:12]=[CH:11][N:10]=2)=[O:15])[CH2:17][CH2:18]1. The catalyst class is: 188. (4) Reactant: [CH2:1]1[O:36][C:35]2[CH:34]=[CH:33][C:5]([CH2:6][O:7][C:8](=[O:32])[C@H:9]([NH:18][S:19]([C:22]3[C:27]([CH3:28])=[CH:26][C:25]([O:29][CH3:30])=[CH:24][C:23]=3[CH3:31])(=[O:21])=[O:20])[CH2:10][O:11][CH:12]3[CH2:17][CH2:16][CH2:15][CH2:14][O:13]3)=[CH:4][C:3]=2[O:2]1.[CH2:37]1[O:45][C:44]2[CH:43]=[CH:42][C:41]([CH2:46]O)=[CH:40][C:39]=2[O:38]1.C(P(CCCC)CCCC)CCC.N(C(N1CCCCC1)=O)=NC(N1CCCCC1)=O. Product: [CH2:1]1[O:36][C:35]2[CH:34]=[CH:33][C:5]([CH2:6][O:7][C:8](=[O:32])[C@H:9]([N:18]([CH2:46][C:41]3[CH:42]=[CH:43][C:44]4[O:45][CH2:37][O:38][C:39]=4[CH:40]=3)[S:19]([C:22]3[C:27]([CH3:28])=[CH:26][C:25]([O:29][CH3:30])=[CH:24][C:23]=3[CH3:31])(=[O:21])=[O:20])[CH2:10][O:11][CH:12]3[CH2:17][CH2:16][CH2:15][CH2:14][O:13]3)=[CH:4][C:3]=2[O:2]1. The catalyst class is: 48. (5) Reactant: [CH3:1][C:2]1[N:7]=[CH:6][C:5]([OH:8])=[CH:4][CH:3]=1.F[C:10]1[CH:15]=[CH:14][CH:13]=[C:12]([N+:16]([O-:18])=[O:17])[CH:11]=1.C(=O)([O-])[O-].[K+].[K+].CN(C)C=O. Product: [CH3:1][C:2]1[CH:3]=[CH:4][C:5]([O:8][C:10]2[CH:15]=[CH:14][CH:13]=[C:12]([N+:16]([O-:18])=[O:17])[CH:11]=2)=[CH:6][N:7]=1. The catalyst class is: 6. (6) Reactant: [C:9](O[C:9]([O:11][C:12]([CH3:15])([CH3:14])[CH3:13])=[O:10])([O:11][C:12]([CH3:15])([CH3:14])[CH3:13])=[O:10].C(N(CC)CC)C.CN(C1C=CC=CN=1)C.[Br:32][C:33]1[CH:38]=[CH:37][C:36]([C@@:39]2([CH3:51])[C@@H:42]([C:43]3[CH:48]=[CH:47][C:46]([Cl:49])=[CH:45][CH:44]=3)[NH:41][C:40]2=[O:50])=[CH:35][CH:34]=1. Product: [Br:32][C:33]1[CH:38]=[CH:37][C:36]([C@:39]2([CH3:51])[C:40](=[O:50])[N:41]([C:9]([O:11][C:12]([CH3:13])([CH3:14])[CH3:15])=[O:10])[C@@H:42]2[C:43]2[CH:48]=[CH:47][C:46]([Cl:49])=[CH:45][CH:44]=2)=[CH:35][CH:34]=1. The catalyst class is: 10.